Dataset: Full USPTO retrosynthesis dataset with 1.9M reactions from patents (1976-2016). Task: Predict the reactants needed to synthesize the given product. (1) The reactants are: C1N=CN(C(N2C=NC=C2)=O)C=1.[CH3:13][O:14][C:15]1[CH:16]=[CH:17][C:18]2[N:22]([CH3:23])[C:21](=[O:24])[N:20]([CH2:25][C@H:26]3[CH2:31][CH2:30][C@H:29]([C:32]([OH:34])=O)[CH2:28][CH2:27]3)[C:19]=2[CH:35]=1.[C:36]([O:40][C:41]([N:43]1[CH2:48][CH2:47][NH:46][CH2:45][CH2:44]1)=[O:42])([CH3:39])([CH3:38])[CH3:37]. Given the product [C:36]([O:40][C:41]([N:43]1[CH2:48][CH2:47][N:46]([C:32]([C@H:29]2[CH2:28][CH2:27][C@H:26]([CH2:25][N:20]3[C:19]4[CH:35]=[C:15]([O:14][CH3:13])[CH:16]=[CH:17][C:18]=4[N:22]([CH3:23])[C:21]3=[O:24])[CH2:31][CH2:30]2)=[O:34])[CH2:45][CH2:44]1)=[O:42])([CH3:39])([CH3:37])[CH3:38], predict the reactants needed to synthesize it. (2) Given the product [C:9]([O:13][C:14]([C@H:16]([CH2:26][CH:27]=[CH2:28])[CH2:17][C:18]1([C:23]([OH:25])=[O:24])[CH2:22][CH2:21][CH2:20][CH2:19]1)=[O:15])([CH3:12])([CH3:11])[CH3:10], predict the reactants needed to synthesize it. The reactants are: O.CCCCCCC.[C:9]([O:13][C:14]([C@H:16]([CH2:26][CH:27]=[CH2:28])[CH2:17][C:18]1([C:23]([O-:25])=[O:24])[CH2:22][CH2:21][CH2:20][CH2:19]1)=[O:15])([CH3:12])([CH3:11])[CH3:10].O[C@@H](C1C=CC=CC=1)[C@@H]([NH2+]C)C.Cl.